From a dataset of Catalyst prediction with 721,799 reactions and 888 catalyst types from USPTO. Predict which catalyst facilitates the given reaction. (1) Product: [F:9][C:10]1[CH:11]=[C:12]([CH:34]=[C:35]([F:37])[CH:36]=1)[CH2:13][C@H:14]([NH:30][C:31](=[O:33])[CH3:32])[C@H:15]([OH:29])[CH2:16][NH:17][C@@H:18]1[C:27]2[C:22](=[CH:23][CH:24]=[C:25]([C:56]3[CH:55]=[CH:54][NH:45][CH:57]=3)[CH:26]=2)[O:21][CH2:20][CH2:19]1. Reactant: [O-]P([O-])([O-])=O.[K+].[K+].[K+].[F:9][C:10]1[CH:11]=[C:12]([CH:34]=[C:35]([F:37])[CH:36]=1)[CH2:13][C@H:14]([NH:30][C:31](=[O:33])[CH3:32])[C@H:15]([OH:29])[CH2:16][NH:17][C@@H:18]1[C:27]2[C:22](=[CH:23][CH:24]=[C:25](I)[CH:26]=2)[O:21][CH2:20][CH2:19]1.B(O)O.CCCC[N+:45]([CH2:54][CH2:55][CH2:56][CH3:57])(CCCC)CCCC.[F-]. The catalyst class is: 450. (2) Reactant: [CH3:1][O:2][C:3](=[O:25])[C:4]1[CH:9]=[CH:8][C:7]([NH2:10])=[C:6]([NH:11][C:12]([C:14]2[N:15]([CH3:22])[CH:16]=[C:17]([N+:19]([O-:21])=[O:20])[CH:18]=2)=O)[C:5]=1[O:23][CH3:24]. Product: [CH3:1][O:2][C:3]([C:4]1[CH:9]=[CH:8][C:7]2[N:10]=[C:12]([C:14]3[N:15]([CH3:22])[CH:16]=[C:17]([N+:19]([O-:21])=[O:20])[CH:18]=3)[NH:11][C:6]=2[C:5]=1[O:23][CH3:24])=[O:25]. The catalyst class is: 15. (3) Reactant: [CH2:1]=[C:2]([CH2:13][CH2:14][C:15]([O:17]CC1C=CC=CC=1)=[O:16])[C:3]([O:5]CC1C=CC=CC=1)=[O:4].[CH2:25]([SH:32])[C:26]1[CH:31]=[CH:30][CH:29]=[CH:28][CH:27]=1.CC(C)=[O:35]. Product: [CH2:25]([S:32]([CH2:1][CH:2]([CH2:13][CH2:14][C:15]([OH:17])=[O:16])[C:3]([OH:5])=[O:4])=[O:35])[C:26]1[CH:31]=[CH:30][CH:29]=[CH:28][CH:27]=1. The catalyst class is: 277. (4) Reactant: [Br:1][C:2]1[C:3]([CH3:9])=[C:4]([CH:6]=[CH:7][CH:8]=1)[NH2:5].[H+].[B-](F)(F)(F)F.[N:16]([O-])=O.[Na+].CC([O-])=O.[K+]. Product: [Br:1][C:2]1[CH:8]=[CH:7][CH:6]=[C:4]2[C:3]=1[CH:9]=[N:16][NH:5]2. The catalyst class is: 408. (5) Reactant: Br[C@H:2]([CH2:6][C:7]1[CH:12]=[CH:11][CH:10]=[CH:9][CH:8]=1)[C:3]([OH:5])=[O:4].CN(C)CCN(C)C. Product: [C:3]([OH:5])(=[O:4])[CH:2]=[CH:6][C:7]1[CH:8]=[CH:9][CH:10]=[CH:11][CH:12]=1. The catalyst class is: 11. (6) The catalyst class is: 438. Reactant: CC1(C)C(C)(C)OB([C:9]2[CH2:10][CH2:11][CH2:12][N:13]([C:16]([O:18][C:19]([CH3:22])([CH3:21])[CH3:20])=[O:17])[CH2:14][CH:15]=2)O1.C([O-])(O)=O.[Na+].Br[C:30]1[CH:31]=[C:32]([C:37]2[N:41]([C:42]3[CH:47]=[CH:46][CH:45]=[C:44]([F:48])[C:43]=3[F:49])[N:40]=[N:39][N:38]=2)[C:33]([NH2:36])=[N:34][CH:35]=1. Product: [NH2:36][C:33]1[N:34]=[CH:35][C:30]([C:9]2[CH2:10][CH2:11][CH2:12][N:13]([C:16]([O:18][C:19]([CH3:20])([CH3:21])[CH3:22])=[O:17])[CH2:14][CH:15]=2)=[CH:31][C:32]=1[C:37]1[N:41]([C:42]2[CH:47]=[CH:46][CH:45]=[C:44]([F:48])[C:43]=2[F:49])[N:40]=[N:39][N:38]=1.